From a dataset of Reaction yield outcomes from USPTO patents with 853,638 reactions. Predict the reaction yield, written as a fraction of the theoretical maximum amount of product (1.0 means a 100% yield; for example, 0.34 means a 34% yield). (1) The reactants are Cl.[NH:2]1[C:10]2[C:5](=[CH:6][CH:7]=[CH:8][CH:9]=2)[C:4]([CH2:11][C@H:12]([NH:26][C:27](=[O:40])[CH2:28][CH2:29][N:30]2[C:34]3[CH:35]=[CH:36][CH:37]=[CH:38][C:33]=3[S:32][C:31]2=[O:39])[B:13]2[O:17]C3CC4CC(C3(C)[O:14]2)C4(C)C)=[CH:3]1.CC(C)CB(O)O.Cl. The catalyst is CO.CCCCC. The product is [NH:2]1[C:10]2[C:5](=[CH:6][CH:7]=[CH:8][CH:9]=2)[C:4]([CH2:11][C@@H:12]([B:13]([OH:14])[OH:17])[NH:26][C:27](=[O:40])[CH2:28][CH2:29][N:30]2[C:34]3[CH:35]=[CH:36][CH:37]=[CH:38][C:33]=3[S:32][C:31]2=[O:39])=[CH:3]1. The yield is 0.150. (2) The reactants are [OH:1][CH2:2][C:3]1[N:7]([CH2:8][CH2:9][CH2:10][C:11]#[N:12])[C:6]2[CH:13]=[CH:14][CH:15]=[CH:16][C:5]=2[N:4]=1.Cl.[NH2:18][OH:19].C(=O)([O-])[O-].[K+].[K+]. The catalyst is C(O)C.O. The product is [OH:19][NH:18][C:11](=[NH:12])[CH2:10][CH2:9][CH2:8][N:7]1[C:6]2[CH:13]=[CH:14][CH:15]=[CH:16][C:5]=2[N:4]=[C:3]1[CH2:2][OH:1]. The yield is 0.780. (3) The reactants are [OH:1][CH:2]1[CH2:7][CH2:6][N:5]([C:8]([O:10][C:11]([CH3:14])([CH3:13])[CH3:12])=[O:9])[CH2:4][CH2:3]1.O[C:16]1[CH:17]=[C:18]([C:22](=[O:24])[CH3:23])[CH:19]=[CH:20][CH:21]=1.C1(P(C2C=CC=CC=2)C2C=CC=CC=2)C=CC=CC=1.N(C(OC(C)C)=O)=NC(OC(C)C)=O. The catalyst is O1CCCC1.O. The product is [C:22]([C:18]1[CH:17]=[C:16]([CH:21]=[CH:20][CH:19]=1)[O:1][CH:2]1[CH2:3][CH2:4][N:5]([C:8]([O:10][C:11]([CH3:14])([CH3:13])[CH3:12])=[O:9])[CH2:6][CH2:7]1)(=[O:24])[CH3:23]. The yield is 0.740. (4) The reactants are C([O:8][C:9]1[CH:38]=[CH:37][C:12]2[NH:13][C:14]([C:19]3[C:24](=[O:25])[N:23]([NH:26][CH:27]4[CH2:32][CH2:31][CH2:30][CH2:29][CH2:28]4)[C:22]4[CH:33]=[CH:34][S:35][C:21]=4[C:20]=3[OH:36])=[N:15][S:16](=[O:18])(=[O:17])[C:11]=2[CH:10]=1)C1C=CC=CC=1.I[Si](C)(C)C. The catalyst is C(#N)C.O. The product is [CH:27]1([NH:26][N:23]2[C:24](=[O:25])[C:19]([C:14]3[NH:13][C:12]4[CH:37]=[CH:38][C:9]([OH:8])=[CH:10][C:11]=4[S:16](=[O:18])(=[O:17])[N:15]=3)=[C:20]([OH:36])[C:21]3[S:35][CH:34]=[CH:33][C:22]2=3)[CH2:28][CH2:29][CH2:30][CH2:31][CH2:32]1. The yield is 0.870. (5) The reactants are Cl[C:2]1[CH:7]=[C:6]([Cl:8])[CH:5]=[CH:4][C:3]=1[N+:9]([O-:11])=[O:10].[Cl:12][C:13]1[CH:18]=[CH:17][C:16]([SH:19])=[CH:15][CH:14]=1.C(=O)([O-])[O-].[K+].[K+]. The catalyst is C1(C)C=CC=C(C)C=1. The product is [Cl:8][C:6]1[CH:5]=[CH:4][C:3]([N+:9]([O-:11])=[O:10])=[C:2]([S:19][C:16]2[CH:17]=[CH:18][C:13]([Cl:12])=[CH:14][CH:15]=2)[CH:7]=1. The yield is 0.890. (6) The reactants are [NH2:1][C:2]1[N:7]=[C:6]([N:8]([CH3:15])[C:9]2[CH:14]=[CH:13][CH:12]=[CH:11][CH:10]=2)[N:5]=[C:4]([C:16]2[N:20]=[C:19]([C:21]3[C:26]([OH:27])=[CH:25][CH:24]=[CH:23][N:22]=3)[O:18][N:17]=2)[N:3]=1.[OH-].[K+].[F:30][C:31]([F:35])([F:34])[CH2:32]I. The catalyst is CS(C)=O.C(OCC)(=O)C. The product is [CH3:15][N:8]([C:9]1[CH:10]=[CH:11][CH:12]=[CH:13][CH:14]=1)[C:6]1[N:7]=[C:2]([NH2:1])[N:3]=[C:4]([C:16]2[N:20]=[C:19]([C:21]3[C:26]([O:27][CH2:32][C:31]([F:35])([F:34])[F:30])=[CH:25][CH:24]=[CH:23][N:22]=3)[O:18][N:17]=2)[N:5]=1. The yield is 0.570. (7) The reactants are [C:1]([O:5][C:6]([NH:8][C@H:9]1[CH2:14][C@@H:13]([C:15]([F:18])([F:17])[F:16])[CH2:12][N:11]([C:19]2[CH:24]=[CH:23][N:22]=[CH:21][C:20]=2[NH:25][C:26]([C:28]2[C:32]3=[N:33][CH:34]=[C:35]([CH:37]=C)[CH:36]=[C:31]3[O:30][C:29]=2[NH:39][C:40](=[O:46])[O:41][C:42]([CH3:45])([CH3:44])[CH3:43])=[O:27])[CH2:10]1)=[O:7])([CH3:4])([CH3:3])[CH3:2].C1C[O:50]CC1. The catalyst is [Os](=O)(=O)(=O)=O.O. The product is [C:42]([O:41][C:40]([NH:39][C:29]1[O:30][C:31]2[C:32](=[N:33][CH:34]=[C:35]([CH:37]=[O:50])[CH:36]=2)[C:28]=1[C:26]([NH:25][C:20]1[CH:21]=[N:22][CH:23]=[CH:24][C:19]=1[N:11]1[CH2:12][C@H:13]([C:15]([F:17])([F:16])[F:18])[CH2:14][C@H:9]([NH:8][C:6](=[O:7])[O:5][C:1]([CH3:4])([CH3:3])[CH3:2])[CH2:10]1)=[O:27])=[O:46])([CH3:45])([CH3:43])[CH3:44]. The yield is 0.560.